Predict the reactants needed to synthesize the given product. From a dataset of Full USPTO retrosynthesis dataset with 1.9M reactions from patents (1976-2016). (1) Given the product [NH2:17][C:14]1[CH:15]=[CH:16][C:11]([C:10]([NH:9][CH2:8][CH2:7][N:4]2[CH2:5][CH2:6][O:1][CH2:2][CH2:3]2)=[O:32])=[C:12]([C:20]#[C:21][Si:22]([CH:29]([CH3:31])[CH3:30])([CH:23]([CH3:25])[CH3:24])[CH:26]([CH3:27])[CH3:28])[CH:13]=1, predict the reactants needed to synthesize it. The reactants are: [O:1]1[CH2:6][CH2:5][N:4]([CH2:7][CH2:8][NH:9][C:10](=[O:32])[C:11]2[CH:16]=[CH:15][C:14]([N+:17]([O-])=O)=[CH:13][C:12]=2[C:20]#[C:21][Si:22]([CH:29]([CH3:31])[CH3:30])([CH:26]([CH3:28])[CH3:27])[CH:23]([CH3:25])[CH3:24])[CH2:3][CH2:2]1.[NH4+].[Cl-]. (2) Given the product [Cl:1][C:2]1[CH:18]=[CH:17][C:5]2[CH2:6][CH2:7][N:8]([C:11](=[O:16])[C:12]([F:14])([F:13])[F:15])[CH2:9][CH2:10][C:4]=2[C:3]=1[NH:27][CH2:28][C:29]1[CH:44]=[CH:43][C:32]([C:33](=[O:34])[NH:35][CH2:36][CH2:37][C:38]2[S:39][CH:40]=[CH:41][CH:42]=2)=[CH:31][CH:30]=1, predict the reactants needed to synthesize it. The reactants are: [Cl:1][C:2]1[CH:18]=[CH:17][C:5]2[CH2:6][CH2:7][N:8]([C:11](=[O:16])[C:12]([F:15])([F:14])[F:13])[CH2:9][CH2:10][C:4]=2[C:3]=1OS(C(F)(F)F)(=O)=O.[NH2:27][CH2:28][C:29]1[CH:44]=[CH:43][C:32]([C:33]([NH:35][CH2:36][CH2:37][C:38]2[S:39][CH:40]=[CH:41][CH:42]=2)=[O:34])=[CH:31][CH:30]=1.C1C=CC(P(C2C(C3C(P(C4C=CC=CC=4)C4C=CC=CC=4)=CC=C4C=3C=CC=C4)=C3C(C=CC=C3)=CC=2)C2C=CC=CC=2)=CC=1.C(=O)([O-])[O-].[Cs+].[Cs+]. (3) Given the product [C:5]([NH:3][C:2]([NH:28][C:17]1[CH:18]=[C:19]([CH:22]2[CH2:27][CH2:26][O:25][CH2:24][CH2:23]2)[CH:20]=[CH:21][C:16]=1[O:15][CH3:14])=[S:1])(=[O:12])[C:6]1[CH:11]=[CH:10][CH:9]=[CH:8][CH:7]=1, predict the reactants needed to synthesize it. The reactants are: [S-:1][C:2]#[N:3].[NH4+].[C:5](Cl)(=[O:12])[C:6]1[CH:11]=[CH:10][CH:9]=[CH:8][CH:7]=1.[CH3:14][O:15][C:16]1[CH:21]=[CH:20][C:19]([CH:22]2[CH2:27][CH2:26][O:25][CH2:24][CH2:23]2)=[CH:18][C:17]=1[NH2:28].